Dataset: Catalyst prediction with 721,799 reactions and 888 catalyst types from USPTO. Task: Predict which catalyst facilitates the given reaction. The catalyst class is: 1. Product: [CH3:1][S:2][C:3]1[S:11][C:10]2[C:5](=[N:6][CH:7]=[CH:8][C:9]=2[O:12][C:13]2[CH:18]=[CH:17][C:16]([NH:19][C:31]([NH:30][C:28](=[O:29])[CH2:27][C:21]3[CH:22]=[CH:23][CH:24]=[CH:25][CH:26]=3)=[S:32])=[CH:15][C:14]=2[F:20])[CH:4]=1. Reactant: [CH3:1][S:2][C:3]1[S:11][C:10]2[C:5](=[N:6][CH:7]=[CH:8][C:9]=2[O:12][C:13]2[CH:18]=[CH:17][C:16]([NH2:19])=[CH:15][C:14]=2[F:20])[CH:4]=1.[C:21]1([CH2:27][C:28]([N:30]=[C:31]=[S:32])=[O:29])[CH:26]=[CH:25][CH:24]=[CH:23][CH:22]=1.